This data is from Peptide-MHC class I binding affinity with 185,985 pairs from IEDB/IMGT. The task is: Regression. Given a peptide amino acid sequence and an MHC pseudo amino acid sequence, predict their binding affinity value. This is MHC class I binding data. (1) The peptide sequence is VAMLLTHGA. The MHC is HLA-A02:06 with pseudo-sequence HLA-A02:06. The binding affinity (normalized) is 0.391. (2) The peptide sequence is LTDAFHGYH. The MHC is HLA-B15:01 with pseudo-sequence HLA-B15:01. The binding affinity (normalized) is 0.0847. (3) The peptide sequence is FRAPNTREL. The MHC is HLA-C04:01 with pseudo-sequence HLA-C04:01. The binding affinity (normalized) is 0.0847.